Dataset: Reaction yield outcomes from USPTO patents with 853,638 reactions. Task: Predict the reaction yield, written as a fraction of the theoretical maximum amount of product (1.0 means a 100% yield; for example, 0.34 means a 34% yield). (1) The reactants are [CH:1]1([N:7]2[CH2:11][C@@H:10]([C:12]3C=CC=CC=3)[N:9]([CH:18]3[CH2:23][CH2:22][NH:21][CH2:20][CH2:19]3)[C:8]2=[O:24])[CH2:6][CH2:5]C[CH2:3][CH2:2]1.[C:25](OC(=O)N[C@@H](CN)CC(C)C)(C)([CH3:27])[CH3:26].C([O:44]C(=O)N[C@H](C1C=CC=CC=1)CN)(C)(C)C.O1CCCCC1=O.C1(=O)CCCCC1. No catalyst specified. The product is [CH2:12]([C@@H:10]1[CH2:11][N:7]([CH:1]2[CH2:6][CH2:5][O:44][CH2:3][CH2:2]2)[C:8](=[O:24])[N:9]1[CH:18]1[CH2:23][CH2:22][NH:21][CH2:20][CH2:19]1)[CH:25]([CH3:27])[CH3:26]. The yield is 0.720. (2) The reactants are [C:1]([N:4]1[CH2:9][CH2:8][C:7](=O)[CH:6](Br)[CH2:5]1)(=[O:3])[CH3:2].[OH:12][C:13]1[CH:18]=[CH:17][C:16]([C:19](=[S:21])[NH2:20])=[CH:15][CH:14]=1. The catalyst is C(O)(C)C. The product is [C:1]([N:4]1[CH2:9][CH2:8][C:7]2[N:20]=[C:19]([C:16]3[CH:17]=[CH:18][C:13]([OH:12])=[CH:14][CH:15]=3)[S:21][C:6]=2[CH2:5]1)(=[O:3])[CH3:2]. The yield is 0.260. (3) The reactants are [CH3:1][C:2]1[C:14]2[C:13](=O)[C:12]3[C:7](=[CH:8][CH:9]=[CH:10][CH:11]=3)[NH:6][C:5]=2[N:4]([C:16]2[CH:21]=[CH:20][CH:19]=[CH:18][N:17]=2)[N:3]=1.COC1C=CC(P2(SP(C3C=CC(OC)=CC=3)(=S)S2)=[S:31])=CC=1. The catalyst is C1(C)C=CC=CC=1. The product is [CH3:1][C:2]1[C:14]2[C:13](=[S:31])[C:12]3[C:7](=[CH:8][CH:9]=[CH:10][CH:11]=3)[NH:6][C:5]=2[N:4]([C:16]2[CH:21]=[CH:20][CH:19]=[CH:18][N:17]=2)[N:3]=1. The yield is 0.890. (4) The reactants are [Cl:1][C:2]1[CH:7]=[CH:6][C:5]([N:8]([C@H:12]2[C:21]3[C:16](=[CH:17][CH:18]=[CH:19][CH:20]=3)[N:15]([C:22](=[O:31])[C:23]3[CH:28]=[CH:27][C:26]([C:29]#[N:30])=[CH:25][CH:24]=3)[C@@H:14]([CH3:32])[CH2:13]2)[C:9](=[O:11])[CH3:10])=[CH:4][CH:3]=1.[BH4-].[Na+]. The catalyst is C(O)C.[Co](Cl)Cl. The product is [NH2:30][CH2:29][C:26]1[CH:25]=[CH:24][C:23]([C:22]([N:15]2[C:16]3[C:21](=[CH:20][CH:19]=[CH:18][CH:17]=3)[C@H:12]([N:8]([C:5]3[CH:4]=[CH:3][C:2]([Cl:1])=[CH:7][CH:6]=3)[C:9](=[O:11])[CH3:10])[CH2:13][C@@H:14]2[CH3:32])=[O:31])=[CH:28][CH:27]=1. The yield is 0.830. (5) The product is [CH2:1]([O:8][C:9]1[C:14]([CH2:15][N:16]2[CH2:25][CH2:24][C:23]3[C:18](=[C:19]([Cl:31])[C:20]([O:27][CH:28]([CH3:30])[CH3:29])=[CH:21][C:22]=3[C:43]3[CH:44]=[CH:45][C:46]([N:49]4[CH2:54][CH2:53][N:52]([C:55]([O:57][C:58]([CH3:61])([CH3:60])[CH3:59])=[O:56])[CH2:51][CH2:50]4)=[N:47][CH:48]=3)[C:17]2=[O:32])=[C:13]([CH3:33])[CH:12]=[C:11]([CH3:34])[N:10]=1)[C:2]1[CH:7]=[CH:6][CH:5]=[CH:4][CH:3]=1. The reactants are [CH2:1]([O:8][C:9]1[C:14]([CH2:15][N:16]2[CH2:25][CH2:24][C:23]3[C:18](=[C:19]([Cl:31])[C:20]([O:27][CH:28]([CH3:30])[CH3:29])=[CH:21][C:22]=3Br)[C:17]2=[O:32])=[C:13]([CH3:33])[CH:12]=[C:11]([CH3:34])[N:10]=1)[C:2]1[CH:7]=[CH:6][CH:5]=[CH:4][CH:3]=1.CC1(C)C(C)(C)OB([C:43]2[CH:44]=[CH:45][C:46]([N:49]3[CH2:54][CH2:53][N:52]([C:55]([O:57][C:58]([CH3:61])([CH3:60])[CH3:59])=[O:56])[CH2:51][CH2:50]3)=[N:47][CH:48]=2)O1.C([O-])([O-])=O.[Na+].[Na+]. The yield is 0.580. The catalyst is C1C=CC(P(C2C=CC=CC=2)[C-]2C=CC=C2)=CC=1.C1C=CC(P(C2C=CC=CC=2)[C-]2C=CC=C2)=CC=1.Cl[Pd]Cl.[Fe+2].C(Cl)Cl.O1CCOCC1. (6) The reactants are [NH2:1][C:2]1[CH:7]=[C:6]([Cl:8])[CH:5]=[CH:4][C:3]=1[SH:9].Br[CH2:11][C:12]1[CH:17]=[CH:16][CH:15]=[CH:14][C:13]=1[N+:18]([O-:20])=[O:19].C([O-])([O-])=O.[K+].[K+]. The catalyst is CN(C=O)C. The product is [Cl:8][C:6]1[CH:5]=[CH:4][C:3]([S:9][CH2:11][C:12]2[CH:17]=[CH:16][CH:15]=[CH:14][C:13]=2[N+:18]([O-:20])=[O:19])=[C:2]([CH:7]=1)[NH2:1]. The yield is 0.950. (7) The reactants are [Cl:1][C:2]1[CH:3]=[C:4]([CH:22]=[C:23]([Cl:25])[CH:24]=1)[CH2:5][N:6]1[CH:10]=[CH:9][N:8]=[C:7]1[CH:11]([OH:21])[CH2:12][C:13]1[CH:18]=[CH:17][CH:16]=[C:15]([O:19][CH3:20])[CH:14]=1.CC(OI1(OC(C)=O)(OC(C)=O)OC(=O)C2C=CC=CC1=2)=O. The catalyst is C(Cl)Cl. The product is [Cl:1][C:2]1[CH:3]=[C:4]([CH:22]=[C:23]([Cl:25])[CH:24]=1)[CH2:5][N:6]1[CH:10]=[CH:9][N:8]=[C:7]1[C:11](=[O:21])[CH2:12][C:13]1[CH:18]=[CH:17][CH:16]=[C:15]([O:19][CH3:20])[CH:14]=1. The yield is 0.480. (8) The reactants are [NH2:1][C:2]1[N:7]=[C:6]([NH2:8])[C:5]([O:9][C:10]2[C:11]([CH:21]([CH3:23])[CH3:22])=[CH:12][C:13]([O:19][CH3:20])=[C:14]([CH:16]([OH:18])[CH3:17])[CH:15]=2)=[CH:4][N:3]=1.[CH3:24]CN(S(F)(F)F)CC.C([O-])(O)=O.[Na+]. The catalyst is C(Cl)Cl. The product is [CH:21]([C:11]1[CH:12]=[C:13]([O:19][CH3:20])[C:14]([CH:16]=[CH2:17])=[CH:15][C:10]=1[O:9][C:5]1[C:6]([NH2:8])=[N:7][C:2]([NH2:1])=[N:3][CH:4]=1)([CH3:23])[CH3:22].[CH:21]([C:11]1[CH:12]=[C:13]([O:19][CH3:20])[C:14]([CH:16]([O:18][CH3:24])[CH3:17])=[CH:15][C:10]=1[O:9][C:5]1[C:6]([NH2:8])=[N:7][C:2]([NH2:1])=[N:3][CH:4]=1)([CH3:23])[CH3:22]. The yield is 0.0300.